Dataset: Drug-target binding data from BindingDB using Ki measurements. Task: Regression. Given a target protein amino acid sequence and a drug SMILES string, predict the binding affinity score between them. We predict pKi (pKi = -log10(Ki in M); higher means stronger inhibition). Dataset: bindingdb_ki. (1) The compound is N#CC1(C(=O)O)CC1. The target protein (P05793) has sequence MANYFNTLNLRQQLAQLGKCRFMGRDEFADGASYLQGKKVVIVGCGAQGLNQGLNMRDSGLDISYALRKEAIAEKRASWRKATENGFKVGTYEELIPQADLVINLTPDKQHSDVVRTVQPLMKDGAALGYSHGFNIVEVGEQIRKDITVVMVAPKCPGTEVREEYKRGFGVPTLIAVHPENDPKGEGMAIAKAWAAATGGHRAGVLESSFVAEVKSDLMGEQTILCGMLQAGSLLCFDKLVEEGTDPAYAEKLIQFGWETITEALKQGGITLMMDRLSNPAKLRAYALSEQLKEIMAPLFQKHMDDIISGEFSSGMMADWANDDKKLLTWREETGKTAFETAPQYEGKIGEQEYFDKGVLMIAMVKAGVELAFETMVDSGIIEESAYYESLHELPLIANTIARKRLYEMNVVISDTAEYGNYLFSYACVPLLKPFMAELQPGDLGKAIPEGAVDNGQLRDVNEAIRSHAIEQVGKKLRGYMTDMKRIAVAG. The pKi is 4.0. (2) The small molecule is CNc1cncc(-c2c[nH]c(=O)c(NC(=O)c3ccc(N4CCC[C@H]4CN4CCCC4)cc3)c2)n1. The target protein (Q8TCT0) has sequence MGATGAAEPLQSVLWVKQQRCAVSLEPARALLRWWRSPGPGAGAPGADACSVPVSEIIAVEETDVHGKHQGSGKWQKMEKPYAFTVHCVKRARRHRWKWAQVTFWCPEEQLCHLWLQTLREMLEKLTSRPKHLLVFINPFGGKGQGKRIYERKVAPLFTLASITTDIIVTEHANQAKETLYEINIDKYDGIVCVGGDGMFSEVLHGLIGRTQRSAGVDQNHPRAVLVPSSLRIGIIPAGSTDCVCYSTVGTSDAETSALHIVVGDSLAMDVSSVHHNSTLLRYSVSLLGYGFYGDIIKDSEKKRWLGLARYDFSGLKTFLSHHCYEGTVSFLPAQHTVGSPRDRKPCRAGCFVCRQSKQQLEEEQKKALYGLEAAEDVEEWQVVCGKFLAINATNMSCACRRSPRGLSPAAHLGDGSSDLILIRKCSRFNFLRFLIRHTNQQDQFDFTFVEVYRVKKFQFTSKHMEDEDSDLKEGGKKRFGHICSSHPSCCCTVSNSSWN.... The pKi is 6.0.